This data is from Catalyst prediction with 721,799 reactions and 888 catalyst types from USPTO. The task is: Predict which catalyst facilitates the given reaction. (1) Reactant: Cl.[F:2][C:3]([F:18])([F:17])[C:4]1[CH:16]=[CH:15][CH:14]=[CH:13][C:5]=1[O:6][CH:7]1[CH2:12][CH2:11][NH:10][CH2:9][CH2:8]1.Br[C:20]1[S:24][C:23]([NH2:25])=[N:22][N:21]=1.C([O-])([O-])=O.[K+].[K+]. Product: [F:18][C:3]([F:2])([F:17])[C:4]1[CH:16]=[CH:15][CH:14]=[CH:13][C:5]=1[O:6][CH:7]1[CH2:12][CH2:11][N:10]([C:20]2[S:24][C:23]([NH2:25])=[N:22][N:21]=2)[CH2:9][CH2:8]1. The catalyst class is: 3. (2) Reactant: CCCCCC.C([Li])CCC.[CH2:12]1C[O:15][CH2:14][CH2:13]1.[CH2:17]([C@@H:24]1[CH2:28][O:27][C:26](=[O:29])[NH:25]1)[C:18]1[CH:23]=[CH:22][CH:21]=[CH:20][CH:19]=1.C(Cl)(=O)CC. Product: [CH2:17]([C@@H:24]1[CH2:28][O:27][C:26](=[O:29])[N:25]1[C:14](=[O:15])[CH2:13][CH3:12])[C:18]1[CH:19]=[CH:20][CH:21]=[CH:22][CH:23]=1. The catalyst class is: 13. (3) Reactant: [Cl:1][C:2]1[CH:3]=[C:4]([NH:11][S:12]([C:15]2[CH:20]=[CH:19][C:18]([Cl:21])=[C:17]([C:22]([F:25])([F:24])[F:23])[CH:16]=2)(=[O:14])=[O:13])[C:5]([C:8]([OH:10])=O)=[N:6][CH:7]=1.Cl.[CH3:27][NH:28][O:29][CH3:30].CCN(C(C)C)C(C)C.F[P-](F)(F)(F)(F)F.N1(O[P+](N(C)C)(N(C)C)N(C)C)C2C=CC=CC=2N=N1. Product: [CH3:30][O:29][N:28]([CH3:27])[C:8]([C:5]1[C:4]([NH:11][S:12]([C:15]2[CH:20]=[CH:19][C:18]([Cl:21])=[C:17]([C:22]([F:25])([F:24])[F:23])[CH:16]=2)(=[O:14])=[O:13])=[CH:3][C:2]([Cl:1])=[CH:7][N:6]=1)=[O:10]. The catalyst class is: 517.